This data is from Full USPTO retrosynthesis dataset with 1.9M reactions from patents (1976-2016). The task is: Predict the reactants needed to synthesize the given product. The reactants are: [C:1]1([S:7]([CH2:10][C:11]2[C:16]([C:17]([O:19]C)=[O:18])=[C:15]([O:21][CH2:22][CH2:23][NH:24]C(OC(C)(C)C)=O)[C:14]([CH2:32][CH3:33])=[CH:13][CH:12]=2)(=[O:9])=[O:8])[CH:6]=[CH:5][CH:4]=[CH:3][CH:2]=1.[OH-:34].[Li+]. Given the product [C:1]1([S:7]([CH2:10][C:11]2[C:16]([C:17]([OH:19])=[O:18])=[C:15]([O:21][CH2:22][CH2:23][NH:24][O:34][C:11]([CH3:16])([CH3:12])[CH3:10])[C:14]([CH2:32][CH3:33])=[CH:13][CH:12]=2)(=[O:8])=[O:9])[CH:6]=[CH:5][CH:4]=[CH:3][CH:2]=1, predict the reactants needed to synthesize it.